This data is from Reaction yield outcomes from USPTO patents with 853,638 reactions. The task is: Predict the reaction yield, written as a fraction of the theoretical maximum amount of product (1.0 means a 100% yield; for example, 0.34 means a 34% yield). The product is [O:22]=[C:16]1[CH:15]([N:7]2[C:6](=[O:23])[C:5]3[C:10](=[CH:11][CH:12]=[CH:13][C:4]=3[CH2:3][NH:2][C:24](=[O:31])[C:25]3[CH:30]=[CH:29][CH:28]=[CH:27][CH:26]=3)[N:9]=[C:8]2[CH3:14])[CH2:20][CH2:19][C:18](=[O:21])[NH:17]1. The reactants are Cl.[NH2:2][CH2:3][C:4]1[CH:13]=[CH:12][CH:11]=[C:10]2[C:5]=1[C:6](=[O:23])[N:7]([CH:15]1[CH2:20][CH2:19][C:18](=[O:21])[NH:17][C:16]1=[O:22])[C:8]([CH3:14])=[N:9]2.[C:24](Cl)(=[O:31])[C:25]1[CH:30]=[CH:29][CH:28]=[CH:27][CH:26]=1.C(N(CC)C(C)C)(C)C. The yield is 0.360. The catalyst is C(#N)C.